Task: Predict which catalyst facilitates the given reaction.. Dataset: Catalyst prediction with 721,799 reactions and 888 catalyst types from USPTO (1) Reactant: N[C:2]1[CH:7]=[CH:6][C:5]([Br:8])=[CH:4][C:3]=1[C:9]([C:11]1[CH:16]=[CH:15]C(CCCC)=CC=1)=O.[NH2:21][C:22]([NH2:24])=[O:23]. Product: [Br:8][C:5]1[C:6]([N:21]2[C:4]3[C:3](=[CH:2][CH:7]=[CH:6][CH:5]=3)[CH:9]=[N:24][C:22]2=[O:23])=[CH:7][CH:2]=[C:3]([CH2:9][CH2:11][CH2:16][CH3:15])[CH:4]=1. The catalyst class is: 15. (2) Reactant: [CH2:1]([C:3]1[CH:8]=[CH:7][C:6]([C:9]2[NH:13][C:12]3[CH:14]=[CH:15][CH:16]=[C:17]([N:18]4[CH2:23][CH2:22][N:21]([CH2:24][CH2:25][O:26][C:27]5[CH:32]=[CH:31][C:30]([NH2:33])=[C:29]([F:34])[CH:28]=5)[CH2:20][CH2:19]4)[C:11]=3[N:10]=2)=[CH:5][CH:4]=1)[CH3:2].ClCCl.[C:38]([N:42]=[C:43]=[O:44])([CH3:41])([CH3:40])[CH3:39].CN1C(=O)CCC1. Product: [C:38]([NH:42][C:43]([NH:33][C:30]1[CH:31]=[CH:32][C:27]([O:26][CH2:25][CH2:24][N:21]2[CH2:20][CH2:19][N:18]([C:17]3[C:11]4[N:10]=[C:9]([C:6]5[CH:7]=[CH:8][C:3]([CH2:1][CH3:2])=[CH:4][CH:5]=5)[NH:13][C:12]=4[CH:14]=[CH:15][CH:16]=3)[CH2:23][CH2:22]2)=[CH:28][C:29]=1[F:34])=[O:44])([CH3:41])([CH3:40])[CH3:39]. The catalyst class is: 13. (3) Reactant: [NH2:1][C:2]1[N:7]([C:8]2[CH:13]=[CH:12][C:11]([NH2:14])=[CH:10][CH:9]=2)[CH2:6][N:5]=[C:4]2[O:15][CH:16]=[CH:17][C:3]=12.[Cl:18][C:19]1[CH:20]=[C:21]([C:26]2([C:29](Cl)=[O:30])[CH2:28][CH2:27]2)[CH:22]=[CH:23][C:24]=1[Cl:25]. Product: [NH2:1][C:2]1[N:7]([C:8]2[CH:9]=[CH:10][C:11]([NH:14][C:29]([C:26]3([C:21]4[CH:22]=[CH:23][C:24]([Cl:25])=[C:19]([Cl:18])[CH:20]=4)[CH2:28][CH2:27]3)=[O:30])=[CH:12][CH:13]=2)[CH2:6][N:5]=[C:4]2[O:15][CH:16]=[CH:17][C:3]=12. The catalyst class is: 17. (4) Reactant: [Br:1][C:2]1[CH:7]=[CH:6][C:5]([S:8][C:9]2[N:14]=[C:13]([CH3:15])[C:12]([CH:16]=[O:17])=[CH:11][CH:10]=2)=[CH:4][C:3]=1[CH3:18].[BH-](OC(C)=O)(OC(C)=O)OC(C)=O.[Na+].C([O-])(O)=O.[Na+]. Product: [Br:1][C:2]1[CH:7]=[CH:6][C:5]([S:8][C:9]2[N:14]=[C:13]([CH3:15])[C:12]([CH2:16][OH:17])=[CH:11][CH:10]=2)=[CH:4][C:3]=1[CH3:18]. The catalyst class is: 448. (5) Reactant: [NH:1]1[C:20]2[C:9]3[NH:10][C:11]4[C:16]([C:8]=3[CH2:7][CH2:6][CH2:5][C:4]=2[CH:3]=[N:2]1)=[CH:15][C:14]([C:17]([OH:19])=O)=[CH:13][CH:12]=4.[C:21]1([C:27]2([OH:33])[CH2:32][CH2:31][NH:30][CH2:29][CH2:28]2)[CH:26]=[CH:25][CH:24]=[CH:23][CH:22]=1.N1(O)C2C=CC=CC=2N=N1.Cl.CN(C)CCCN=C=NCC.C(=O)([O-])O.[Na+]. Product: [C:21]1([C:27]2([OH:33])[CH2:32][CH2:31][N:30]([C:17]([C:14]3[CH:15]=[C:16]4[C:11](=[CH:12][CH:13]=3)[NH:10][C:9]3[C:20]5[NH:1][N:2]=[CH:3][C:4]=5[CH2:5][CH2:6][CH2:7][C:8]4=3)=[O:19])[CH2:29][CH2:28]2)[CH:22]=[CH:23][CH:24]=[CH:25][CH:26]=1. The catalyst class is: 289. (6) Reactant: C([O-])([O-])=O.[K+].[K+].[CH2:7]([O:9][C:10]([C:12]1[C:13]([OH:27])=[N:14][C:15]2[C:20]([C:21]=1[CH3:22])=[CH:19][CH:18]=[C:17]([C:23]([F:26])([F:25])[F:24])[CH:16]=2)=[O:11])[CH3:8].I[CH2:29][CH3:30].CCOC(C)=O.CCCCCC. Product: [CH2:7]([O:9][C:10]([C:12]1[C:13]([O:27][CH2:29][CH3:30])=[N:14][C:15]2[C:20]([C:21]=1[CH3:22])=[CH:19][CH:18]=[C:17]([C:23]([F:24])([F:25])[F:26])[CH:16]=2)=[O:11])[CH3:8]. The catalyst class is: 303.